Dataset: Experimental lipophilicity measurements (octanol/water distribution) for 4,200 compounds from AstraZeneca. Task: Regression/Classification. Given a drug SMILES string, predict its absorption, distribution, metabolism, or excretion properties. Task type varies by dataset: regression for continuous measurements (e.g., permeability, clearance, half-life) or binary classification for categorical outcomes (e.g., BBB penetration, CYP inhibition). For this dataset (lipophilicity_astrazeneca), we predict Y. (1) The molecule is CNC(=O)c1ccc(Nc2nccc(-c3cnc(C4CC4)n3C(C)C)n2)cc1. The Y is 2.77 logD. (2) The compound is CN1C(=O)CC(C)(CCc2cccc(-c3ccccc3)c2)N=C1N. The Y is 2.03 logD. (3) The molecule is N#Cc1ccc(Nc2nccc(NC3CC3)n2)cc1. The Y is 3.01 logD. (4) The compound is CC(=O)Nc1cccc2c1c(S(=O)(=O)c1ccc(Cl)cc1)c(C)n2CC(=O)O. The Y is 0.400 logD. (5) The molecule is C[C@H](CO)Nc1nc(SCc2cccc(F)c2F)nc2nc(NS(C)(=O)=O)sc12. The Y is 0.920 logD. (6) The molecule is CCc1cc(C(=O)N[C@@H](Cc2cccc(Cl)c2)C(=O)NCC#N)n(C)n1. The Y is 2.60 logD. (7) The Y is 2.33 logD. The drug is CCCNc1nc(N2CCC[C@@H](CC(=O)O)C2)ccc1C(=O)NC1CCCCC1.